This data is from Full USPTO retrosynthesis dataset with 1.9M reactions from patents (1976-2016). The task is: Predict the reactants needed to synthesize the given product. Given the product [NH2:25][C:23]1[CH:22]=[CH:21][C:18]([C:19]#[N:20])=[C:17]([O:16][CH2:15][CH:14]([OH:28])[CH2:13][CH2:12][NH2:3])[CH:24]=1, predict the reactants needed to synthesize it. The reactants are: O=C1C2C(=CC=CC=2)C(=O)[N:3]1[CH2:12][CH2:13][CH:14]([OH:28])[CH2:15][O:16][C:17]1[CH:24]=[C:23]([N+:25]([O-])=O)[CH:22]=[CH:21][C:18]=1[C:19]#[N:20].NN.